Dataset: Catalyst prediction with 721,799 reactions and 888 catalyst types from USPTO. Task: Predict which catalyst facilitates the given reaction. (1) Reactant: [C:1]([CH:4]1[CH2:9][CH2:8][CH2:7][CH2:6][C:5]1=O)(=O)[CH3:2].[NH2:11][C:12]1[NH:16][N:15]=[C:14]([CH2:17][OH:18])[N:13]=1. Product: [CH3:2][C:1]1[C:4]2[CH2:9][CH2:8][CH2:7][CH2:6][C:5]=2[N:16]2[N:15]=[C:14]([CH2:17][OH:18])[N:13]=[C:12]2[N:11]=1. The catalyst class is: 141. (2) Reactant: I([O-])(=O)(=O)=O.[Na+].Cl.[CH:8]1([C:11]2[C:12]([N:31]([C:36]3[CH:41]=[CH:40][CH:39]=[C:38]([CH2:42][CH2:43][B:44]4[O:48]C(C)(C)C(C)(C)[O:45]4)[CH:37]=3)[S:32]([CH3:35])(=[O:34])=[O:33])=[CH:13][C:14]3[O:18][C:17]([C:19]4[CH:24]=[CH:23][C:22]([F:25])=[CH:21][CH:20]=4)=[C:16]([C:26]([NH:28][CH3:29])=[O:27])[C:15]=3[CH:30]=2)[CH2:10][CH2:9]1. Product: [CH:8]1([C:11]2[C:12]([N:31]([C:36]3[CH:37]=[C:38]([CH:39]=[CH:40][CH:41]=3)[CH2:42][CH2:43][B:44]([OH:48])[OH:45])[S:32]([CH3:35])(=[O:33])=[O:34])=[CH:13][C:14]3[O:18][C:17]([C:19]4[CH:20]=[CH:21][C:22]([F:25])=[CH:23][CH:24]=4)=[C:16]([C:26](=[O:27])[NH:28][CH3:29])[C:15]=3[CH:30]=2)[CH2:10][CH2:9]1. The catalyst class is: 49. (3) Reactant: C[O:2][C:3]([C:5]1[N:6]=[CH:7][N:8]([CH2:10][O:11][CH2:12][CH2:13][Si:14]([CH3:17])([CH3:16])[CH3:15])[CH:9]=1)=[O:4].[OH-].[Na+:19]. Product: [Na+:19].[CH3:15][Si:14]([CH3:17])([CH3:16])[CH2:13][CH2:12][O:11][CH2:10][N:8]1[CH:9]=[C:5]([C:3]([O-:4])=[O:2])[N:6]=[CH:7]1. The catalyst class is: 5. (4) Reactant: F[B-](F)(F)F.C[O+:7]([CH3:9])[CH3:8].[F:10][C:11]([F:52])([F:51])[C:12]1[CH:13]=[C:14]([C@H:22]([N:24]([CH3:50])[C:25]([N:27]2[CH2:41][CH2:40][C@:30]3([NH:34]C(=O)[CH:32]([C:36]([O:38][CH3:39])=[O:37])[CH2:31]3)[CH2:29][C@@H:28]2[C:42]2[CH:47]=[CH:46][C:45]([F:48])=[CH:44][C:43]=2[CH3:49])=[O:26])[CH3:23])[CH:15]=[C:16]([C:18]([F:21])([F:20])[F:19])[CH:17]=1. Product: [F:52][C:11]([F:10])([F:51])[C:12]1[CH:13]=[C:14]([C@H:22]([N:24]([CH3:50])[C:25]([N:27]2[CH2:41][CH2:40][C@:30]3([N:34]=[C:8]([O:7][CH3:9])[CH:32]([C:36]([O:38][CH3:39])=[O:37])[CH2:31]3)[CH2:29][C@@H:28]2[C:42]2[CH:47]=[CH:46][C:45]([F:48])=[CH:44][C:43]=2[CH3:49])=[O:26])[CH3:23])[CH:15]=[C:16]([C:18]([F:19])([F:21])[F:20])[CH:17]=1. The catalyst class is: 4. (5) Reactant: [OH-].[Li+].CO.O.[F:6][C:7]1[CH:12]=[CH:11][C:10]([CH2:13][O:14][C:15]2[CH:31]=[CH:30][C:29]([CH:32]=[O:33])=[CH:28][C:16]=2[C:17]([O:19]CC2C=CC(F)=CC=2)=[O:18])=[CH:9][CH:8]=1. Product: [F:6][C:7]1[CH:8]=[CH:9][C:10]([CH2:13][O:14][C:15]2[CH:31]=[CH:30][C:29]([CH:32]=[O:33])=[CH:28][C:16]=2[C:17]([OH:19])=[O:18])=[CH:11][CH:12]=1. The catalyst class is: 7.